This data is from Forward reaction prediction with 1.9M reactions from USPTO patents (1976-2016). The task is: Predict the product of the given reaction. (1) Given the reactants [F:1][C:2]1[CH:3]=[C:4]([C@@H:9]2[CH2:13][N:12]([CH2:14][CH2:15][O:16][CH3:17])[CH2:11][C@H:10]2[NH:18][C:19](=[O:40])[NH:20][C:21]2[N:25]([C:26]3[CH:31]=[CH:30][CH:29]=[CH:28][CH:27]=3)[N:24]=[C:23]([O:32][CH2:33][CH3:34])[C:22]=2[C:35](OCC)=[O:36])[CH:5]=[C:6]([F:8])[CH:7]=1.[H-].[H-].[H-].[H-].[Li+].[Al+3], predict the reaction product. The product is: [F:8][C:6]1[CH:5]=[C:4]([C@@H:9]2[CH2:13][N:12]([CH2:14][CH2:15][O:16][CH3:17])[CH2:11][C@H:10]2[NH:18][C:19]([NH:20][C:21]2[N:25]([C:26]3[CH:31]=[CH:30][CH:29]=[CH:28][CH:27]=3)[N:24]=[C:23]([O:32][CH2:33][CH3:34])[C:22]=2[CH2:35][OH:36])=[O:40])[CH:3]=[C:2]([F:1])[CH:7]=1. (2) Given the reactants [CH3:1][N:2]1[CH:6]=[CH:5][C:4]([C:7]2[S:8][CH:9]=[C:10]([CH3:12])[CH:11]=2)=[N:3]1.[I:13]N1C(=O)CCC1=O.S([O-])([O-])(=O)=S.[Na+].[Na+].C(=O)([O-])[O-].[Na+].[Na+], predict the reaction product. The product is: [I:13][C:5]1[C:4]([C:7]2[S:8][CH:9]=[C:10]([CH3:12])[CH:11]=2)=[N:3][N:2]([CH3:1])[CH:6]=1. (3) The product is: [I:1][C:2]1[CH:3]=[CH:4][C:5]2[N:6]([CH:8]=[C:9]([NH:11][C:12](=[O:16])[CH:13]([CH3:15])[CH3:14])[N:10]=2)[N:7]=1. Given the reactants [I:1][C:2]1[CH:3]=[CH:4][C:5]2[N:6]([CH:8]=[C:9]([NH2:11])[N:10]=2)[N:7]=1.[C:12](Cl)(=[O:16])[CH:13]([CH3:15])[CH3:14], predict the reaction product. (4) Given the reactants [CH2:1]([O:8][C:9]1[CH:10]=[C:11]([CH:15]([NH:23]C(C2CC(=C)C2)=O)[C:16]2[C:21](Cl)=[N:20][CH:19]=[CH:18][N:17]=2)[CH:12]=[CH:13][CH:14]=1)[C:2]1[CH:7]=[CH:6][CH:5]=[CH:4][CH:3]=1.Cl.[CH2:32]([O:39]C1C=C(C(N)C2C(Cl)=NC=CN=2)C=CC=1)[C:33]1[CH:38]=[CH:37][CH:36]=C[CH:34]=1.CC[N:57](C(C)C)C(C)C.C=C1CC(C(O)=O)C1.C(Cl)CCl.C1C=CC2N(O)N=NC=2C=1, predict the reaction product. The product is: [NH2:57][C:21]1[C:16]2[N:17]([C:36]([CH:37]3[CH2:34][CH:33]([CH2:32][OH:39])[CH2:38]3)=[N:23][C:15]=2[C:11]2[CH:12]=[CH:13][CH:14]=[C:9]([O:8][CH2:1][C:2]3[CH:7]=[CH:6][CH:5]=[CH:4][CH:3]=3)[CH:10]=2)[CH:18]=[CH:19][N:20]=1. (5) Given the reactants [O:1]([C:8]1[CH:9]=[C:10]([CH:14]=[CH:15][CH:16]=1)[C:11]([OH:13])=O)[C:2]1[CH:7]=[CH:6][CH:5]=[CH:4][CH:3]=1.[CH3:17][N:18]([CH3:33])[CH2:19][CH2:20][N:21]([CH3:32])[C:22]1[S:23][C:24]2[CH:30]=[C:29]([NH2:31])[CH:28]=[CH:27][C:25]=2[N:26]=1, predict the reaction product. The product is: [CH3:17][N:18]([CH3:33])[CH2:19][CH2:20][N:21]([CH3:32])[C:22]1[S:23][C:24]2[CH:30]=[C:29]([NH:31][C:11](=[O:13])[C:10]3[CH:14]=[CH:15][CH:16]=[C:8]([O:1][C:2]4[CH:3]=[CH:4][CH:5]=[CH:6][CH:7]=4)[CH:9]=3)[CH:28]=[CH:27][C:25]=2[N:26]=1. (6) Given the reactants [C:1]1(C)[CH:6]=[CH:5][CH:4]=[CH:3][CH:2]=1.[O:8]1[C:12]2[CH:13]=[CH:14][C:15]([NH2:17])=[CH:16][C:11]=2[O:10][CH2:9]1.[NH:18]1[C:22]2C=CC=C[C:21]=2[N:20]=[N:19]1.C(=O)C, predict the reaction product. The product is: [N:18]1([CH:22]([NH:17][C:15]2[CH:14]=[CH:13][C:12]3[O:8][CH2:9][O:10][C:11]=3[CH:16]=2)[CH3:21])[C:6]2[CH:5]=[CH:4][CH:3]=[CH:2][C:1]=2[N:20]=[N:19]1. (7) Given the reactants [OH:1][C:2]1[CH:7]=[CH:6][C:5](B(O)O)=[CH:4][CH:3]=1.Cl[C:12]1[N:17]=[CH:16][C:15]([F:18])=[CH:14][N:13]=1, predict the reaction product. The product is: [F:18][C:15]1[CH:14]=[N:13][C:12]([C:5]2[CH:6]=[CH:7][C:2]([OH:1])=[CH:3][CH:4]=2)=[N:17][CH:16]=1.